From a dataset of Peptide-MHC class I binding affinity with 185,985 pairs from IEDB/IMGT. Regression. Given a peptide amino acid sequence and an MHC pseudo amino acid sequence, predict their binding affinity value. This is MHC class I binding data. (1) The peptide sequence is MTSELAALI. The MHC is HLA-B51:01 with pseudo-sequence HLA-B51:01. The binding affinity (normalized) is 0.0847. (2) The peptide sequence is VLYHRYNLV. The MHC is HLA-C04:01 with pseudo-sequence HLA-C04:01. The binding affinity (normalized) is 0.213. (3) The peptide sequence is YLQQNTHTL. The MHC is BoLA-JSP.1 with pseudo-sequence BoLA-JSP.1. The binding affinity (normalized) is 0.0641. (4) The peptide sequence is TVYYGVPVWK. The MHC is HLA-B18:01 with pseudo-sequence HLA-B18:01. The binding affinity (normalized) is 0. (5) The peptide sequence is GPRGRHVVL. The MHC is HLA-A26:01 with pseudo-sequence HLA-A26:01. The binding affinity (normalized) is 0.0847. (6) The MHC is HLA-B15:03 with pseudo-sequence HLA-B15:03. The peptide sequence is FLKEEGGL. The binding affinity (normalized) is 0. (7) The peptide sequence is VPAPAGPIV. The MHC is HLA-A69:01 with pseudo-sequence HLA-A69:01. The binding affinity (normalized) is 0.437.